Predict the product of the given reaction. From a dataset of Forward reaction prediction with 1.9M reactions from USPTO patents (1976-2016). (1) Given the reactants [CH3:1][O:2][C:3](=[O:33])[CH:4]([O:28][C:29]([CH3:32])([CH3:31])[CH3:30])[C:5]1[C:10]([CH3:11])=[CH:9][C:8]([N+:12]([O-])=O)=[C:7]([CH:15]2[CH2:17][CH2:16]2)[C:6]=1[C:18]1[CH:19]=[C:20]2[C:25](=[CH:26][CH:27]=1)[O:24][CH2:23][CH2:22][CH2:21]2, predict the reaction product. The product is: [CH3:1][O:2][C:3](=[O:33])[CH:4]([C:5]1[C:10]([CH3:11])=[CH:9][C:8]([NH2:12])=[C:7]([CH:15]2[CH2:17][CH2:16]2)[C:6]=1[C:18]1[CH:19]=[C:20]2[C:25](=[CH:26][CH:27]=1)[O:24][CH2:23][CH2:22][CH2:21]2)[O:28][C:29]([CH3:32])([CH3:30])[CH3:31]. (2) The product is: [CH2:21]([CH:23]([CH2:26][CH3:27])[CH:24]([C:15]1[N:11]([S:8]([C:5]2[CH:6]=[CH:7][C:2]([CH3:1])=[CH:3][CH:4]=2)(=[O:10])=[O:9])[N:12]=[CH:13][CH:14]=1)[OH:25])[CH3:22]. Given the reactants [CH3:1][C:2]1[CH:7]=[CH:6][C:5]([S:8]([N:11]2[CH:15]=[CH:14][CH:13]=[N:12]2)(=[O:10])=[O:9])=[CH:4][CH:3]=1.C([Li])(C)(C)C.[CH2:21]([CH:23]([CH2:26][CH3:27])[CH:24]=[O:25])[CH3:22], predict the reaction product. (3) The product is: [ClH:17].[CH3:1][O:2][C:3]1[CH:12]=[CH:11][C:6]([CH2:7][NH2:8])=[CH:5][C:4]=1[C:13]([F:14])([F:15])[F:16]. Given the reactants [CH3:1][O:2][C:3]1[CH:12]=[CH:11][C:6]([CH2:7][NH:8]C=O)=[CH:5][C:4]=1[C:13]([F:16])([F:15])[F:14].[ClH:17].C(OCC)C, predict the reaction product. (4) Given the reactants [CH3:1][O:2][C:3](=[O:17])[CH2:4][C:5]1[CH:10]=[C:9]([OH:11])[CH:8]=[C:7]([O:12][CH2:13][CH2:14][CH2:15][CH3:16])[CH:6]=1.CN(C)C=O.C(=O)([O-])[O-].[K+].[K+].Cl[CH2:30][C:31]1[S:35][C:34]([C:36]2[CH:41]=[CH:40][C:39]([C:42]([F:45])([F:44])[F:43])=[CH:38][CH:37]=2)=[N:33][C:32]=1[CH3:46], predict the reaction product. The product is: [CH3:1][O:2][C:3](=[O:17])[CH2:4][C:5]1[CH:10]=[C:9]([O:11][CH2:30][C:31]2[S:35][C:34]([C:36]3[CH:41]=[CH:40][C:39]([C:42]([F:45])([F:44])[F:43])=[CH:38][CH:37]=3)=[N:33][C:32]=2[CH3:46])[CH:8]=[C:7]([O:12][CH2:13][CH2:14][CH2:15][CH3:16])[CH:6]=1. (5) Given the reactants [F:1][C:2]1[CH:3]=[C:4]([CH2:9][C:10]([NH:12][C@H:13]([C:15]([OH:17])=O)[CH3:14])=[O:11])[CH:5]=[C:6]([F:8])[CH:7]=1.[NH2:18][CH:19]1[C:25]2[CH:26]=[CH:27][CH:28]=[CH:29][C:24]=2[CH2:23][CH2:22][N:21]([CH3:30])[C:20]1=[O:31], predict the reaction product. The product is: [F:8][C:6]1[CH:5]=[C:4]([CH2:9][C:10]([NH:12][C@H:13]([C:15]([NH:18][CH:19]2[C:25]3[CH:26]=[CH:27][CH:28]=[CH:29][C:24]=3[CH2:23][CH2:22][N:21]([CH3:30])[C:20]2=[O:31])=[O:17])[CH3:14])=[O:11])[CH:3]=[C:2]([F:1])[CH:7]=1. (6) Given the reactants [CH3:1][O:2][C:3]([CH:5]([CH:12]1[NH:17][CH2:16][CH2:15][CH2:14][CH2:13]1)[C:6]1[CH:7]=[CH:8][CH:9]=[CH:10][CH:11]=1)=[O:4].Cl, predict the reaction product. The product is: [CH3:1][O:2][C:3]([CH:5]([CH:12]1[NH:17][CH2:16][CH2:15][CH2:14][CH2:13]1)[C:6]1[CH:11]=[CH:10][CH:9]=[CH:8][CH:7]=1)=[O:4]. (7) Given the reactants [C:1](I)([C:4]([C:7]([C:10]([C:13]([C:16]([C:19]([C:22]([F:25])([F:24])[F:23])([F:21])[F:20])([F:18])[F:17])([F:15])[F:14])([F:12])[F:11])([F:9])[F:8])([F:6])[F:5])([F:3])[F:2].I[C:28]1[CH:33]=[CH:32][C:31]([C:34]([F:37])([F:36])[F:35])=[CH:30][CH:29]=1.CS(C)=O.CCOCC, predict the reaction product. The product is: [F:2][C:1]([F:3])([C:28]1[CH:33]=[CH:32][C:31]([C:34]([F:37])([F:36])[F:35])=[CH:30][CH:29]=1)[C:4]([F:6])([F:5])[C:7]([F:9])([F:8])[C:10]([F:12])([F:11])[C:13]([F:15])([F:14])[C:16]([F:18])([F:17])[C:19]([F:21])([F:20])[C:22]([F:25])([F:24])[F:23]. (8) Given the reactants Cl[CH2:2][C:3]1[CH:21]=[CH:20][C:6]([O:7][CH2:8][C:9]2[N:10]=[C:11]([C:15]3[O:16][CH:17]=[CH:18][CH:19]=3)[O:12][C:13]=2[CH3:14])=[C:5]([O:22][CH3:23])[CH:4]=1.[OH:24][C:25]1[C:29]([CH2:30][CH2:31][P:32](=[O:39])([O:36][CH2:37][CH3:38])[O:33][CH2:34][CH3:35])=[CH:28][N:27]([C:40]2[CH:45]=[CH:44][CH:43]=[CH:42][CH:41]=2)[N:26]=1.CN(C)C=O.[H-].[Na+], predict the reaction product. The product is: [O:16]1[CH:17]=[CH:18][CH:19]=[C:15]1[C:11]1[O:12][C:13]([CH3:14])=[C:9]([CH2:8][O:7][C:6]2[CH:20]=[CH:21][C:3]([CH2:2][O:24][C:25]3[C:29]([CH2:30][CH2:31][P:32](=[O:39])([O:33][CH2:34][CH3:35])[O:36][CH2:37][CH3:38])=[CH:28][N:27]([C:40]4[CH:45]=[CH:44][CH:43]=[CH:42][CH:41]=4)[N:26]=3)=[CH:4][C:5]=2[O:22][CH3:23])[N:10]=1.